From a dataset of Catalyst prediction with 721,799 reactions and 888 catalyst types from USPTO. Predict which catalyst facilitates the given reaction. (1) Reactant: C(O)(C(F)(F)F)=O.[O:8]=[C:9]([N:26]([CH2:30][C:31]1[CH:36]=[CH:35][CH:34]=[CH:33][CH:32]=1)[CH2:27][CH:28]=[CH2:29])[CH2:10][N:11]([CH2:19][C:20]1[CH:25]=[CH:24][CH:23]=[CH:22][CH:21]=1)C(=O)OC(C)(C)C. Product: [C:31]1([CH2:30][N:26]([CH2:27][CH:28]=[CH2:29])[C:9](=[O:8])[CH2:10][NH:11][CH2:19][C:20]2[CH:25]=[CH:24][CH:23]=[CH:22][CH:21]=2)[CH:32]=[CH:33][CH:34]=[CH:35][CH:36]=1. The catalyst class is: 4. (2) Reactant: C([O-])([O-])=O.[K+].[K+].Br[C:8]1[N:13]=[C:12]([Cl:14])[C:11]2[N:15]=[C:16]([C:20]3[C:21]([NH2:25])=[N:22][O:23][N:24]=3)[N:17]([CH2:18][CH3:19])[C:10]=2[CH:9]=1.[NH2:26][C:27]1[CH:28]=[C:29](B(O)O)[CH:30]=[CH:31][CH:32]=1. Product: [NH2:26][C:27]1[CH:32]=[C:31]([C:8]2[N:13]=[C:12]([Cl:14])[C:11]3[N:15]=[C:16]([C:20]4[C:21]([NH2:25])=[N:22][O:23][N:24]=4)[N:17]([CH2:18][CH3:19])[C:10]=3[CH:9]=2)[CH:30]=[CH:29][CH:28]=1. The catalyst class is: 203. (3) Product: [OH:9][CH2:8][C:3]1[C:2]([NH:1][C:17](=[O:24])[C:18]2[CH:23]=[CH:22][CH:21]=[CH:20][CH:19]=2)=[CH:7][CH:6]=[CH:5][N:4]=1. Reactant: [NH2:1][C:2]1[C:3]([CH2:8][OH:9])=[N:4][CH:5]=[CH:6][CH:7]=1.CCN(CC)CC.[C:17](Cl)(=[O:24])[C:18]1[CH:23]=[CH:22][CH:21]=[CH:20][CH:19]=1. The catalyst class is: 2.